Dataset: Full USPTO retrosynthesis dataset with 1.9M reactions from patents (1976-2016). Task: Predict the reactants needed to synthesize the given product. (1) Given the product [Cl:1][C:2]1[CH:3]=[C:4]2[C:12](=[CH:13][CH:14]=1)[NH:11][C:10]1[CH:9]([NH:16][C:17]3[CH:22]=[CH:21][C:20]([CH3:23])=[CH:19][CH:18]=3)[CH2:8][CH2:7][CH2:6][C:5]2=1, predict the reactants needed to synthesize it. The reactants are: [Cl:1][C:2]1[CH:3]=[C:4]2[C:12](=[CH:13][CH:14]=1)[NH:11][C:10]1[C:9](=O)[CH2:8][CH2:7][CH2:6][C:5]2=1.[NH2:16][C:17]1[CH:22]=[CH:21][C:20]([CH3:23])=[CH:19][CH:18]=1. (2) Given the product [Br:12][C:13]([CH3:18])([CH3:17])[C:14]([O:3][CH2:2][CH2:1][OH:4])=[O:15], predict the reactants needed to synthesize it. The reactants are: [CH2:1]([OH:4])[CH2:2][OH:3].C(N(CC)CC)C.[Br:12][C:13]([CH3:18])([CH3:17])[C:14](Br)=[O:15].O. (3) Given the product [Br:1][CH2:14][C:13]([C:10]1[CH:9]=[CH:8][C:7]([CH2:3][CH:4]([CH3:6])[CH3:5])=[CH:12][CH:11]=1)=[O:15], predict the reactants needed to synthesize it. The reactants are: [Br:1]Br.[CH2:3]([C:7]1[CH:12]=[CH:11][C:10]([C:13](=[O:15])[CH3:14])=[CH:9][CH:8]=1)[CH:4]([CH3:6])[CH3:5].C1(C)C=CC=CC=1. (4) The reactants are: C[Si](C)(C)[O-].[K+].C([O:9][C:10](=[O:25])[C:11]([S:14]([CH:17]1[CH2:22][CH2:21][CH:20]([O:23][CH3:24])[CH2:19][CH2:18]1)(=[O:16])=[O:15])([CH3:13])[CH3:12])C. Given the product [CH3:24][O:23][CH:20]1[CH2:21][CH2:22][CH:17]([S:14]([C:11]([CH3:13])([CH3:12])[C:10]([OH:25])=[O:9])(=[O:16])=[O:15])[CH2:18][CH2:19]1, predict the reactants needed to synthesize it. (5) The reactants are: [CH3:1][C:2]1[C:10]2[N:9]=[C:8]([CH2:11][CH2:12][CH3:13])[N:7]([CH2:14][C:15]3[CH:20]=[CH:19][C:18]([C:21]4[C:22]([C:27]([OH:29])=[O:28])=[CH:23][CH:24]=[CH:25][CH:26]=4)=[CH:17][CH:16]=3)[C:6]=2[CH:5]=[C:4]([C:30]2[N:34]([CH3:35])[C:33]3[CH:36]=[CH:37][CH:38]=[CH:39][C:32]=3[N:31]=2)[CH:3]=1.[OH-].[Na+:41]. Given the product [Na+:41].[CH3:1][C:2]1[C:10]2[N:9]=[C:8]([CH2:11][CH2:12][CH3:13])[N:7]([CH2:14][C:15]3[CH:16]=[CH:17][C:18]([C:21]4[C:22]([C:27]([O-:29])=[O:28])=[CH:23][CH:24]=[CH:25][CH:26]=4)=[CH:19][CH:20]=3)[C:6]=2[CH:5]=[C:4]([C:30]2[N:34]([CH3:35])[C:33]3[CH:36]=[CH:37][CH:38]=[CH:39][C:32]=3[N:31]=2)[CH:3]=1, predict the reactants needed to synthesize it. (6) Given the product [CH2:1]1[C:9]2[C:4](=[CH:5][CH:6]=[CH:7][CH:8]=2)[CH2:3][N:2]1[C:30](=[O:31])[CH2:29][CH2:28][CH2:27][CH2:26][CH2:25][N:22]1[CH2:21][CH2:20][N:19]([C:15]2[CH:16]=[CH:17][CH:18]=[C:13]([O:12][C:11]([F:34])([F:10])[F:33])[CH:14]=2)[CH2:24][CH2:23]1, predict the reactants needed to synthesize it. The reactants are: [CH2:1]1[C:9]2[C:4](=[CH:5][CH:6]=[CH:7][CH:8]=2)[CH2:3][NH:2]1.[F:10][C:11]([F:34])([F:33])[O:12][C:13]1[CH:14]=[C:15]([N:19]2[CH2:24][CH2:23][N:22]([CH2:25][CH2:26][CH2:27][CH2:28][CH2:29][C:30](O)=[O:31])[CH2:21][CH2:20]2)[CH:16]=[CH:17][CH:18]=1. (7) Given the product [Cl:1][C:2]1[CH:7]=[CH:6][C:5]([C:8]2[CH:13]=[CH:12][CH:11]=[CH:10][C:9]=2[CH:14]([N:16]2[CH2:17][CH2:18][C:19](=[O:20])[CH2:24][CH2:25]2)[CH3:15])=[CH:4][CH:3]=1, predict the reactants needed to synthesize it. The reactants are: [Cl:1][C:2]1[CH:7]=[CH:6][C:5]([C:8]2[CH:13]=[CH:12][CH:11]=[CH:10][C:9]=2[CH:14]([N:16]2[CH2:25][CH2:24][C:19]3(OCC[O:20]3)[CH2:18][CH2:17]2)[CH3:15])=[CH:4][CH:3]=1.Cl. (8) Given the product [Cl:1][C:2]1[CH:7]=[CH:6][CH:5]=[C:4]([F:8])[C:3]=1[C:9]1[CH:10]=[C:11]2[C:15](=[CH:16][CH:17]=1)[NH:14][CH:13]=[C:12]2[I:18], predict the reactants needed to synthesize it. The reactants are: [Cl:1][C:2]1[CH:7]=[CH:6][CH:5]=[C:4]([F:8])[C:3]=1[C:9]1[CH:10]=[C:11]2[C:15](=[CH:16][CH:17]=1)[NH:14][CH:13]=[CH:12]2.[I:18]I. (9) Given the product [Si:1]([C:8]1[S:9][C:10]([C:19]2([OH:18])[CH2:20][CH2:21][N:22]([C:25]([O:27][CH2:28][C:29]3[CH:34]=[CH:33][CH:32]=[CH:31][CH:30]=3)=[O:26])[CH2:23][CH2:24]2)=[CH:11][N:12]=1)([C:4]([CH3:7])([CH3:5])[CH3:6])([CH3:2])[CH3:3], predict the reactants needed to synthesize it. The reactants are: [Si:1]([C:8]1[S:9][CH:10]=[CH:11][N:12]=1)([C:4]([CH3:7])([CH3:6])[CH3:5])([CH3:3])[CH3:2].[Li]CCCC.[O:18]=[C:19]1[CH2:24][CH2:23][N:22]([C:25]([O:27][CH2:28][C:29]2[CH:34]=[CH:33][CH:32]=[CH:31][CH:30]=2)=[O:26])[CH2:21][CH2:20]1.